Dataset: Forward reaction prediction with 1.9M reactions from USPTO patents (1976-2016). Task: Predict the product of the given reaction. (1) Given the reactants [C:1]12([O:11][CH2:12][CH2:13][O:14][CH2:15][CH2:16][O:17][CH2:18][CH2:19][O:20][CH2:21][CH2:22][O:23][CH2:24][CH2:25][OH:26])[CH2:10][CH:5]3[CH2:6][CH:7]([CH2:9][CH:3]([CH2:4]3)[CH2:2]1)[CH2:8]2.C(N(CC)CC)C.[CH3:34][S:35](Cl)(=[O:37])=[O:36], predict the reaction product. The product is: [CH3:34][S:35]([O:26][CH2:25][CH2:24][O:23][CH2:22][CH2:21][O:20][CH2:19][CH2:18][O:17][CH2:16][CH2:15][O:14][CH2:13][CH2:12][O:11][C:1]12[CH2:10][CH:5]3[CH2:4][CH:3]([CH2:9][CH:7]([CH2:6]3)[CH2:8]1)[CH2:2]2)(=[O:37])=[O:36]. (2) Given the reactants [H-].[H-].[H-].[H-].[Li+].[Al+3].[CH2:7]([C:9]1[CH:10]=[C:11]([C:15](OC)=[O:16])[CH:12]=[N:13][CH:14]=1)[CH3:8], predict the reaction product. The product is: [CH2:7]([C:9]1[CH:10]=[C:11]([CH2:15][OH:16])[CH:12]=[N:13][CH:14]=1)[CH3:8]. (3) Given the reactants [Cl:1][C:2]1[CH:11]=[CH:10][C:9]2[N:8]=[CH:7][C:6]3[N:12]=[N:13][N:14]([CH:15]4[CH2:20][CH2:19][NH:18][CH2:17][CH2:16]4)[C:5]=3[C:4]=2[N:3]=1.[C:21](O)(=[O:25])[CH:22]([CH3:24])[CH3:23].CN(C(ON1N=NC2C=CC=NC1=2)=[N+](C)C)C.F[P-](F)(F)(F)(F)F.CCN(C(C)C)C(C)C, predict the reaction product. The product is: [Cl:1][C:2]1[CH:11]=[CH:10][C:9]2[N:8]=[CH:7][C:6]3[N:12]=[N:13][N:14]([CH:15]4[CH2:20][CH2:19][N:18]([C:21](=[O:25])[CH:22]([CH3:24])[CH3:23])[CH2:17][CH2:16]4)[C:5]=3[C:4]=2[N:3]=1. (4) Given the reactants [Cl:1][C:2]1[CH:3]=[C:4]([C:8]2[N:13]=[C:12]([C:14]([OH:16])=O)[CH:11]=[CH:10][C:9]=2[CH3:17])[CH:5]=[CH:6][CH:7]=1.[CH3:18][C:19]([CH3:27])([C:21]1[N:25]=[C:24]([CH3:26])[O:23][N:22]=1)[NH2:20], predict the reaction product. The product is: [CH3:18][C:19]([NH:20][C:14]([C:12]1[CH:11]=[CH:10][C:9]([CH3:17])=[C:8]([C:4]2[CH:5]=[CH:6][CH:7]=[C:2]([Cl:1])[CH:3]=2)[N:13]=1)=[O:16])([C:21]1[N:25]=[C:24]([CH3:26])[O:23][N:22]=1)[CH3:27]. (5) Given the reactants C(N(CC)CC)C.F[P-](F)(F)(F)(F)F.C[N+](C)=C(N(C)C)ON1C2N=CC=CC=2N=N1.[Br:32][C:33]1[CH:34]=[CH:35][C:36]([C:39]([OH:41])=O)=[N:37][CH:38]=1.Cl.[N:43]1([CH2:49][CH:50]([N:54]2[CH:58]=[C:57]([C:59]3[C:60]4[CH:67]=[CH:66][N:65](COCC[Si](C)(C)C)[C:61]=4[N:62]=[CH:63][N:64]=3)[CH:56]=[N:55]2)[CH2:51][C:52]#[N:53])[CH2:48][CH2:47][NH:46][CH2:45][CH2:44]1, predict the reaction product. The product is: [Br:32][C:33]1[CH:34]=[CH:35][C:36]([C:39]([N:46]2[CH2:45][CH2:44][N:43]([CH2:49][CH:50]([N:54]3[CH:58]=[C:57]([C:59]4[C:60]5[CH:67]=[CH:66][NH:65][C:61]=5[N:62]=[CH:63][N:64]=4)[CH:56]=[N:55]3)[CH2:51][C:52]#[N:53])[CH2:48][CH2:47]2)=[O:41])=[N:37][CH:38]=1.